This data is from Forward reaction prediction with 1.9M reactions from USPTO patents (1976-2016). The task is: Predict the product of the given reaction. Given the reactants [CH:1]1([C:4]2[O:8][N:7]=[C:6]([CH:9]3[CH2:16][CH2:15][CH2:14][CH2:13][C:10]43[CH2:12][CH2:11]4)[C:5]=2[C:17](O)=[O:18])[CH2:3][CH2:2]1.[H-].[H-].[H-].[H-].[Li+].[Al+3], predict the reaction product. The product is: [CH:1]1([C:4]2[O:8][N:7]=[C:6]([CH:9]3[CH2:16][CH2:15][CH2:14][CH2:13][C:10]43[CH2:12][CH2:11]4)[C:5]=2[CH2:17][OH:18])[CH2:3][CH2:2]1.